From a dataset of Reaction yield outcomes from USPTO patents with 853,638 reactions. Predict the reaction yield, written as a fraction of the theoretical maximum amount of product (1.0 means a 100% yield; for example, 0.34 means a 34% yield). (1) The reactants are [C:1]([O:5][C:6]([CH:8]1[CH2:12][CH2:11][CH2:10][N:9]1[C:13](=[O:27])[CH:14]([NH:16][C:17]([O:19]CC1C=CC=CC=1)=O)[CH3:15])=[O:7])([CH3:4])([CH3:3])[CH3:2].[NH2:28][C:29]1[CH:37]=[CH:36][C:32](C(O)=O)=[CH:31][C:30]=1[Cl:38].CCN(C(C)C)C(C)C.C1C=CC2N(O)N=NC=2C=1.C(Cl)CCl. The catalyst is CO.CCOC(C)=O.C(Cl)Cl.[Pd].CN(C=O)C. The product is [C:1]([O:5][C:6]([CH:8]1[CH2:12][CH2:11][CH2:10][N:9]1[C:13](=[O:27])[CH:14]([NH:16][C:17](=[O:19])[C:32]1[CH:36]=[CH:37][C:29]([NH2:28])=[C:30]([Cl:38])[CH:31]=1)[CH3:15])=[O:7])([CH3:2])([CH3:3])[CH3:4]. The yield is 0.700. (2) The reactants are [NH2:1][CH:2]1[CH2:9][C:8]2([C:10]([N:12]3[C@H:17]4[CH2:18][CH2:19][C@H:13]3[CH2:14][N:15]([C:20]3[CH:25]=[C:24]([C:26]([F:29])([F:28])[F:27])[CH:23]=[CH:22][N:21]=3)[CH2:16]4)=[O:11])[CH:4]([CH2:5][CH2:6][CH2:7]2)[CH2:3]1.C(N(CCCC)CCCC)CCC.C(O)(C)C.C(O[BH-](OC(=O)C)OC(=O)C)(=O)C.[Na+].[CH3:61][O:62][C@H:63]1[C:68](=O)[CH2:67][CH2:66][O:65][CH2:64]1. The catalyst is C(OC(C)C)(=O)C.ClCCl. The product is [CH2:10]([NH:12][CH2:13][CH3:14])[CH3:8].[CH3:61][O:62][C@@H:63]1[CH2:64][O:65][CH2:66][CH2:67][C@@H:68]1[NH:1][C@H:2]1[CH2:9][C@@:8]2([C:10]([N:12]3[C@H:13]4[CH2:19][CH2:18][C@@H:17]3[CH2:16][N:15]([C:20]3[CH:25]=[C:24]([C:26]([F:29])([F:28])[F:27])[CH:23]=[CH:22][N:21]=3)[CH2:14]4)=[O:11])[C@H:4]([CH2:5][CH2:6][CH2:7]2)[CH2:3]1. The yield is 0.00100. (3) The reactants are C1C=C[NH+]=CC=1.[O-][Cr](Cl)(=O)=O.[OH:12][CH2:13][CH2:14][CH2:15][CH2:16][CH2:17][C:18]([O:20][CH3:21])=[O:19]. The catalyst is C(Cl)Cl. The product is [CH:13]([CH2:14][CH2:15][CH2:16][CH2:17][C:18]([O:20][CH3:21])=[O:19])=[O:12]. The yield is 1.00. (4) The reactants are [CH3:1][CH:2]([CH2:4][CH2:5][CH2:6][C@H:7]([C@@H:9]1[C@:27]2([CH3:28])[C@H:12]([C@H:13]3[C@H:24]([CH2:25][CH2:26]2)[C@:22]2([CH3:23])[C:16]([CH2:17][C@H:18]([CH2:20][CH2:21]2)[OH:19])=[CH:15][CH2:14]3)[CH2:11][CH2:10]1)[CH3:8])[CH3:3].C(N(CC)CC)C.[CH3:36][S:37](Cl)(=[O:39])=[O:38]. The catalyst is C(Cl)Cl. The product is [CH3:36][S:37]([O:19][C@H:18]1[CH2:20][CH2:21][C@@:22]2([CH3:23])[C:16](=[CH:15][CH2:14][C@@H:13]3[C@@H:24]2[CH2:25][CH2:26][C@@:27]2([CH3:28])[C@H:12]3[CH2:11][CH2:10][C@@H:9]2[C@H:7]([CH3:8])[CH2:6][CH2:5][CH2:4][CH:2]([CH3:1])[CH3:3])[CH2:17]1)(=[O:39])=[O:38]. The yield is 0.990. (5) The reactants are [F:1][C:2]1[CH:7]=[CH:6][C:5]([C:8]2[C:17]3[C:12](=[N:13][C:14]([C:18]([F:21])([F:20])[F:19])=[CH:15][CH:16]=3)[N:11]=[CH:10][CH:9]=2)=[CH:4][C:3]=1OS(C(F)(F)F)(=O)=O.[C:30]([NH:33][C:34]1[CH:35]=[C:36](B(O)O)[CH:37]=[CH:38][CH:39]=1)(=[O:32])[CH3:31]. No catalyst specified. The product is [F:1][C:2]1[CH:3]=[CH:4][C:5]([C:8]2[C:17]3[C:12](=[N:13][C:14]([C:18]([F:20])([F:19])[F:21])=[CH:15][CH:16]=3)[N:11]=[CH:10][CH:9]=2)=[CH:6][C:7]=1[C:36]1[CH:37]=[CH:38][CH:39]=[C:34]([NH:33][C:30](=[O:32])[CH3:31])[CH:35]=1. The yield is 0.410. (6) The reactants are [Br:1][C:2]1[CH:3]=[C:4]2[C:9](=[CH:10][CH:11]=1)[N:8]=[CH:7][C:6]([C:12]([CH:14]1[CH2:16][CH2:15]1)=[O:13])=[C:5]2Cl.[NH2:18][C:19]1[CH:20]=[CH:21][C:22]([NH:25][CH2:26][CH2:27][OH:28])=[N:23][CH:24]=1. No catalyst specified. The product is [Br:1][C:2]1[CH:3]=[C:4]2[C:9](=[CH:10][CH:11]=1)[N:8]=[CH:7][C:6]([C:12]([CH:14]1[CH2:16][CH2:15]1)=[O:13])=[C:5]2[NH:18][C:19]1[CH:24]=[N:23][C:22]([NH:25][CH2:26][CH2:27][OH:28])=[CH:21][CH:20]=1. The yield is 0.670. (7) The reactants are [Br:1][C:2]1[CH:3]=[CH:4][C:5]([OH:11])=[C:6]([C:8](=[O:10])[CH3:9])[CH:7]=1.[Cl:12][C:13]1[CH:14]=[C:15]([CH:18]=[CH:19][CH:20]=1)[CH:16]=O.CCO.[OH-].[Na+]. The catalyst is COC(C)(C)C. The product is [Br:1][C:2]1[CH:3]=[CH:4][C:5]([OH:11])=[C:6]([C:8](=[O:10])[CH:9]=[CH:16][C:15]2[CH:18]=[CH:19][CH:20]=[C:13]([Cl:12])[CH:14]=2)[CH:7]=1. The yield is 0.600. (8) The reactants are Cl[C:2]1[CH:7]=[CH:6][C:5]([C:8]2[CH:13]=[CH:12][C:11]([Cl:14])=[CH:10][CH:9]=2)=[CH:4][N:3]=1.CS(C)=O.[CH:19]([N:22]1[CH2:27][CH2:26][NH:25][CH2:24][CH2:23]1)([CH3:21])[CH3:20]. The catalyst is O. The product is [Cl:14][C:11]1[CH:12]=[CH:13][C:8]([C:5]2[CH:6]=[CH:7][C:2]([N:25]3[CH2:26][CH2:27][N:22]([CH:19]([CH3:21])[CH3:20])[CH2:23][CH2:24]3)=[N:3][CH:4]=2)=[CH:9][CH:10]=1. The yield is 0.850. (9) No catalyst specified. The product is [F:12][C:6]1[CH:5]=[C:4]([C@H:13]2[CH2:18][C@H:17]([C:19]3[O:23][NH:22][C:21](=[O:24])[CH:20]=3)[CH2:16][CH2:15][NH:14]2)[CH:3]=[C:2]([F:1])[C:7]=1[C:8]([F:9])([F:10])[F:11]. The reactants are [F:1][C:2]1[CH:3]=[C:4]([C@H:13]2[CH2:18][C@H:17]([C:19]3[O:23][NH:22][C:21](=[O:24])[CH:20]=3)[CH2:16][CH2:15][N:14]2C(OC)=O)[CH:5]=[C:6]([F:12])[C:7]=1[C:8]([F:11])([F:10])[F:9].Br. The yield is 0.310.